This data is from Catalyst prediction with 721,799 reactions and 888 catalyst types from USPTO. The task is: Predict which catalyst facilitates the given reaction. (1) Reactant: [CH2:1]([O:8][C:9]1[CH:14]=[CH:13][NH:12][C:11](=[O:15])[CH:10]=1)[C:2]1[CH:7]=[CH:6][CH:5]=[CH:4][CH:3]=1.Cl[CH2:17][C:18]([C:20]1[CH:36]=[CH:35][C:23]2[CH2:24][CH2:25][N:26]([C:29](=[O:34])[C:30]([F:33])([F:32])[F:31])[CH2:27][CH2:28][C:22]=2[CH:21]=1)=[O:19]. Product: [CH2:1]([O:8][C:9]1[CH:14]=[CH:13][N:12]([CH2:17][C:18](=[O:19])[C:20]2[CH:36]=[CH:35][C:23]3[CH2:24][CH2:25][N:26]([C:29](=[O:34])[C:30]([F:33])([F:31])[F:32])[CH2:27][CH2:28][C:22]=3[CH:21]=2)[C:11](=[O:15])[CH:10]=1)[C:2]1[CH:3]=[CH:4][CH:5]=[CH:6][CH:7]=1. The catalyst class is: 807. (2) Reactant: [H-].[Na+].[C:3]([O:7][C:8]([NH:10][CH2:11][CH2:12][CH:13]1[CH2:18][CH2:17][N:16]([C:19]([O:21][CH2:22][C:23]2[CH:28]=[CH:27][CH:26]=[CH:25][CH:24]=2)=[O:20])[CH2:15][CH2:14]1)=[O:9])([CH3:6])([CH3:5])[CH3:4].[CH3:29]I.O. Product: [C:3]([O:7][C:8]([N:10]([CH3:29])[CH2:11][CH2:12][CH:13]1[CH2:18][CH2:17][N:16]([C:19]([O:21][CH2:22][C:23]2[CH:28]=[CH:27][CH:26]=[CH:25][CH:24]=2)=[O:20])[CH2:15][CH2:14]1)=[O:9])([CH3:6])([CH3:4])[CH3:5]. The catalyst class is: 3.